This data is from Peptide-MHC class II binding affinity with 134,281 pairs from IEDB. The task is: Regression. Given a peptide amino acid sequence and an MHC pseudo amino acid sequence, predict their binding affinity value. This is MHC class II binding data. (1) The peptide sequence is AFILDNDNLFPKV. The MHC is DRB1_0401 with pseudo-sequence DRB1_0401. The binding affinity (normalized) is 0.681. (2) The peptide sequence is IDTKCYKLEHPVT. The MHC is DRB1_0401 with pseudo-sequence DRB1_0401. The binding affinity (normalized) is 0.451. (3) The MHC is DRB1_1302 with pseudo-sequence DRB1_1302. The peptide sequence is TFAATHNPWASQAG. The binding affinity (normalized) is 0.505. (4) The peptide sequence is VLTLGAAMVEIALGGKK. The MHC is DRB1_0404 with pseudo-sequence DRB1_0404. The binding affinity (normalized) is 0.763. (5) The peptide sequence is PDAEKIVAAVIEKKL. The MHC is HLA-DPA10301-DPB10402 with pseudo-sequence HLA-DPA10301-DPB10402. The binding affinity (normalized) is 0.381.